This data is from Full USPTO retrosynthesis dataset with 1.9M reactions from patents (1976-2016). The task is: Predict the reactants needed to synthesize the given product. (1) The reactants are: C(Cl)(=O)C(Cl)=O.CS(C)=O.[CH2:11]([O:18][C@H:19]1[CH2:23][N:22]([C:24]([O:26][C:27]([CH3:30])([CH3:29])[CH3:28])=[O:25])[C@H:21]([CH2:31][OH:32])[CH2:20]1)[C:12]1[CH:17]=[CH:16][CH:15]=[CH:14][CH:13]=1.C(N(CC)CC)C. Given the product [CH2:11]([O:18][C@H:19]1[CH2:23][N:22]([C:24]([O:26][C:27]([CH3:28])([CH3:29])[CH3:30])=[O:25])[C@H:21]([CH:31]=[O:32])[CH2:20]1)[C:12]1[CH:17]=[CH:16][CH:15]=[CH:14][CH:13]=1, predict the reactants needed to synthesize it. (2) Given the product [CH:1]([O:4][C:5]1[CH:10]=[CH:9][C:8]([C:11]2[C:19]3[C:14](=[CH:15][C:16]([C:20]4[CH:21]=[CH:22][C:23]([O:26][CH:27]([CH3:29])[CH3:28])=[CH:24][CH:25]=4)=[CH:17][CH:18]=3)[N:13]([C:30]3[CH:39]=[CH:38][C:37]4[C:32](=[CH:33][CH:34]=[CH:35][CH:36]=4)[CH:31]=3)[C:12]=2[C:40]([O-:42])=[O:41])=[CH:7][CH:6]=1)([CH3:2])[CH3:3].[Na+:45], predict the reactants needed to synthesize it. The reactants are: [CH:1]([O:4][C:5]1[CH:10]=[CH:9][C:8]([C:11]2[C:19]3[C:14](=[CH:15][C:16]([C:20]4[CH:25]=[CH:24][C:23]([O:26][CH:27]([CH3:29])[CH3:28])=[CH:22][CH:21]=4)=[CH:17][CH:18]=3)[N:13]([C:30]3[CH:39]=[CH:38][C:37]4[C:32](=[CH:33][CH:34]=[CH:35][CH:36]=4)[CH:31]=3)[C:12]=2[C:40]([OH:42])=[O:41])=[CH:7][CH:6]=1)([CH3:3])[CH3:2].CO[Na:45].